From a dataset of Reaction yield outcomes from USPTO patents with 853,638 reactions. Predict the reaction yield, written as a fraction of the theoretical maximum amount of product (1.0 means a 100% yield; for example, 0.34 means a 34% yield). (1) The product is [Cl:1][C:2]1[CH:8]=[C:7]([O:9][C:10]2[C:19]3[C:14](=[CH:15][C:16]([O:22][CH3:23])=[C:17]([O:20][CH3:21])[CH:18]=3)[N:13]=[CH:12][N:11]=2)[CH:6]=[CH:5][C:3]=1[NH:4][C:25]([NH:36][C:37]1[CH:42]=[CH:41][C:40]([Cl:43])=[CH:39][N:38]=1)=[O:27]. The yield is 0.530. The reactants are [Cl:1][C:2]1[CH:8]=[C:7]([O:9][C:10]2[C:19]3[C:14](=[CH:15][C:16]([O:22][CH3:23])=[C:17]([O:20][CH3:21])[CH:18]=3)[N:13]=[CH:12][N:11]=2)[CH:6]=[CH:5][C:3]=1[NH2:4].Cl[C:25](Cl)([O:27]C(=O)OC(Cl)(Cl)Cl)Cl.[NH2:36][C:37]1[CH:42]=[CH:41][C:40]([Cl:43])=[CH:39][N:38]=1.C(=O)([O-])O.[Na+]. The catalyst is C(Cl)(Cl)Cl.C(N(CC)CC)C. (2) The reactants are C([N:8]1[CH2:13][CH2:12][N:11]([S:14]([CH3:17])(=[O:16])=[O:15])[CH2:10][CH2:9]1)C1C=CC=CC=1.[Cl:18]C(OC(Cl)C)=O. The catalyst is ClCCl. The product is [ClH:18].[CH3:17][S:14]([N:11]1[CH2:12][CH2:13][NH:8][CH2:9][CH2:10]1)(=[O:16])=[O:15]. The yield is 0.880. (3) The yield is 0.860. The reactants are Cl[C:2]1[N:7]=[C:6]([N:8]2[CH:13]([CH3:14])[CH2:12][O:11][CH2:10][CH:9]2[CH3:15])[N:5]=[C:4]([C:16]2[CH:21]=[CH:20][C:19]([NH:22][C:23]([NH:25][CH3:26])=[O:24])=[CH:18][CH:17]=2)[N:3]=1.CC1(C)C(C)(C)OB([C:35]2[CH:41]=[CH:40][C:38]([NH2:39])=[CH:37][CH:36]=2)O1. The product is [NH2:39][C:38]1[CH:40]=[CH:41][C:35]([C:2]2[N:7]=[C:6]([N:8]3[CH:13]([CH3:14])[CH2:12][O:11][CH2:10][CH:9]3[CH3:15])[N:5]=[C:4]([C:16]3[CH:21]=[CH:20][C:19]([NH:22][C:23]([NH:25][CH3:26])=[O:24])=[CH:18][CH:17]=3)[N:3]=2)=[CH:36][CH:37]=1. No catalyst specified. (4) The reactants are [Cl:1][C:2]1[CH:7]=[CH:6][C:5]([O:8][C:9]2[CH:14]=[CH:13][C:12]([CH2:15][CH2:16][O:17][C:18]3[NH:19][CH:20]=[C:21]([CH2:25][CH3:26])[C:22](=[O:24])[N:23]=3)=[CH:11][CH:10]=2)=[CH:4][C:3]=1[C:27]([F:30])([F:29])[F:28].[CH3:31]CN(C(C)C)C(C)C.CI. The catalyst is C(Cl)Cl. The product is [Cl:1][C:2]1[CH:7]=[CH:6][C:5]([O:8][C:9]2[CH:10]=[CH:11][C:12]([CH2:15][CH2:16][O:17][C:18]3[N:19]([CH3:31])[CH:20]=[C:21]([CH2:25][CH3:26])[C:22](=[O:24])[N:23]=3)=[CH:13][CH:14]=2)=[CH:4][C:3]=1[C:27]([F:28])([F:30])[F:29]. The yield is 0.299. (5) The reactants are [F:1][C:2]1[CH:7]=[CH:6][CH:5]=[CH:4][C:3]=1[C:8]1[C:18]2[O:17][CH2:16][CH2:15][N:14](C(OC(C)(C)C)=O)[CH2:13][C:12]=2[CH:11]=[CH:10][CH:9]=1.C(OCC)(=O)C.[ClH:32]. The catalyst is C(OCC)(=O)C. The product is [ClH:32].[F:1][C:2]1[CH:7]=[CH:6][CH:5]=[CH:4][C:3]=1[C:8]1[C:18]2[O:17][CH2:16][CH2:15][NH:14][CH2:13][C:12]=2[CH:11]=[CH:10][CH:9]=1. The yield is 0.844. (6) The reactants are [OH-].[Na+].C[O:4][C:5]([C:7]1[N:8]=[C:9]2[CH:25]=[CH:24][C:23]([CH2:26][C:27]3[CH:32]=[CH:31][CH:30]=[C:29]([Cl:33])[C:28]=3[F:34])=[CH:22][N:10]2[C:11](=[O:21])[C:12]=1[O:13][Si](C(C)(C)C)(C)C)=[O:6].Cl. The catalyst is CO. The product is [Cl:33][C:29]1[C:28]([F:34])=[C:27]([CH:32]=[CH:31][CH:30]=1)[CH2:26][C:23]1[CH:24]=[CH:25][C:9]2[N:10]([CH:22]=1)[C:11](=[O:21])[C:12]([OH:13])=[C:7]([C:5]([OH:6])=[O:4])[N:8]=2. The yield is 0.810.